From a dataset of Forward reaction prediction with 1.9M reactions from USPTO patents (1976-2016). Predict the product of the given reaction. The product is: [CH2:2]([N:6]1[C:10]([CH3:11])=[C:9]([CH3:12])[S:8]/[C:7]/1=[CH:13]\[C:24]([C:14]1[C:23]2[C:18](=[CH:19][CH:20]=[CH:21][CH:22]=2)[CH:17]=[CH:16][CH:15]=1)=[O:25])[CH2:3][CH2:4][CH3:5]. Given the reactants [I-].[CH2:2]([N+:6]1[C:10]([CH3:11])=[C:9]([CH3:12])[S:8][C:7]=1[CH3:13])[CH2:3][CH2:4][CH3:5].[C:14]1([C:24](Cl)=[O:25])[C:23]2[C:18](=[CH:19][CH:20]=[CH:21][CH:22]=2)[CH:17]=[CH:16][CH:15]=1, predict the reaction product.